This data is from Forward reaction prediction with 1.9M reactions from USPTO patents (1976-2016). The task is: Predict the product of the given reaction. (1) Given the reactants [NH2:1][C:2]1C(F)=[CH:9][CH:8]=[CH:7][C:3]=1[C:4]([OH:6])=[O:5].[Br:12]N1C(=O)CCC1=O.Cl[CH2:21][Cl:22], predict the reaction product. The product is: [NH2:1][C:2]1[C:21]([Cl:22])=[CH:9][C:8]([Br:12])=[CH:7][C:3]=1[C:4]([OH:6])=[O:5]. (2) Given the reactants C(OC([N:8]1[C:16]2[C:11](=[CH:12][C:13]([C:17]#[N:18])=[CH:14][CH:15]=2)[C:10]([N:19]2[CH2:28][C@H:27]3[N:23]([CH2:24][CH2:25][CH2:26]3)[C:22]3[N:29]=[C:30]([NH:33][CH2:34][CH3:35])[N:31]=[CH:32][C:21]=3[C:20]2=[O:36])=[CH:9]1)=O)(C)(C)C.[OH-].[Na+].Cl, predict the reaction product. The product is: [C:17]([C:13]1[CH:12]=[C:11]2[C:16](=[CH:15][CH:14]=1)[NH:8][CH:9]=[C:10]2[N:19]1[CH2:28][C@H:27]2[N:23]([CH2:24][CH2:25][CH2:26]2)[C:22]2[N:29]=[C:30]([NH:33][CH2:34][CH3:35])[N:31]=[CH:32][C:21]=2[C:20]1=[O:36])#[N:18].